From a dataset of Full USPTO retrosynthesis dataset with 1.9M reactions from patents (1976-2016). Predict the reactants needed to synthesize the given product. (1) Given the product [CH3:27][O:26][C:24]([C:21]1([C:18]2[CH:19]=[CH:20][C:15]([C:12]3[CH:11]=[CH:10][C:9]([C:30]4[CH:31]=[N:32][N:33]([CH3:36])[C:34]=4[NH2:35])=[CH:14][CH:13]=3)=[CH:16][CH:17]=2)[CH2:23][CH2:22]1)=[O:25], predict the reactants needed to synthesize it. The reactants are: CC1(C)C(C)(C)OB([C:9]2[CH:14]=[CH:13][C:12]([C:15]3[CH:20]=[CH:19][C:18]([C:21]4([C:24]([O:26][CH3:27])=[O:25])[CH2:23][CH2:22]4)=[CH:17][CH:16]=3)=[CH:11][CH:10]=2)O1.Br[C:30]1[CH:31]=[N:32][N:33]([CH3:36])[C:34]=1[NH2:35].CC(C1C=C(C(C)C)C(C2C=CC=CC=2P(C2CCCCC2)C2CCCCC2)=C(C(C)C)C=1)C.[O-]P([O-])([O-])=O.[K+].[K+].[K+]. (2) Given the product [N:1]1[CH:6]=[CH:5][CH:4]=[C:3]([CH2:7][CH:8]2[CH:13]([OH:14])[CH:12]3[CH2:11][CH2:10][N:9]2[CH2:16][CH2:15]3)[CH:2]=1, predict the reactants needed to synthesize it. The reactants are: [N:1]1[CH:6]=[CH:5][CH:4]=[C:3]([CH:7]=[C:8]2[C:13](=[O:14])[CH:12]3[CH2:15][CH2:16][N:9]2[CH2:10][CH2:11]3)[CH:2]=1. (3) The reactants are: C(OC(=O)[NH:7][CH2:8][C:9]1[CH:14]=[CH:13][C:12]([C:15]([N:17]2[CH2:26][C:25]3[CH:24]=[N:23][N:22]([CH3:27])[C:21]=3[NH:20][C:19]3[CH:28]=[CH:29][CH:30]=[CH:31][C:18]2=3)=[O:16])=[C:11]([F:32])[CH:10]=1)(C)(C)C.[ClH:34].O1CCOCC1. Given the product [ClH:34].[NH2:7][CH2:8][C:9]1[CH:14]=[CH:13][C:12]([C:15]([N:17]2[CH2:26][C:25]3[CH:24]=[N:23][N:22]([CH3:27])[C:21]=3[NH:20][C:19]3[CH:28]=[CH:29][CH:30]=[CH:31][C:18]2=3)=[O:16])=[C:11]([F:32])[CH:10]=1, predict the reactants needed to synthesize it. (4) Given the product [CH2:20]([O:22][C:23](=[O:30])[CH2:24][CH:25]([N:14]1[C:15]2[C:11](=[CH:10][C:9]([O:8][CH2:1][C:2]3[CH:3]=[CH:4][CH:5]=[CH:6][CH:7]=3)=[CH:17][CH:16]=2)[CH:12]=[CH:13]1)[CH2:26][CH2:27][CH3:28])[CH3:21], predict the reactants needed to synthesize it. The reactants are: [CH2:1]([O:8][C:9]1[CH:10]=[C:11]2[C:15](=[CH:16][CH:17]=1)[NH:14][CH:13]=[CH:12]2)[C:2]1[CH:7]=[CH:6][CH:5]=[CH:4][CH:3]=1.[H-].[Na+].[CH2:20]([O:22][C:23](=[O:30])[CH2:24][CH:25](Br)[CH2:26][CH2:27][CH3:28])[CH3:21].O. (5) Given the product [Cl:22][C:5]1[C:6]([CH2:8][CH2:9][C:10]2[CH:15]=[CH:14][CH:13]=[CH:12][C:11]=2[C:16]2([C:19]([NH2:21])=[O:20])[CH2:18][CH2:17]2)=[N:7][C:2]([NH:29][C:30]2[CH:31]=[N:32][CH:33]=[N:34][CH:35]=2)=[N:3][CH:4]=1, predict the reactants needed to synthesize it. The reactants are: Cl[C:2]1[N:7]=[C:6]([CH2:8][CH2:9][C:10]2[CH:15]=[CH:14][CH:13]=[CH:12][C:11]=2[C:16]2([C:19]([NH2:21])=[O:20])[CH2:18][CH2:17]2)[C:5]([Cl:22])=[CH:4][N:3]=1.C([O-])([O-])=O.[Cs+].[Cs+].[NH2:29][C:30]1[CH:31]=[N:32][CH:33]=[N:34][CH:35]=1.CC1(C)C2C(=C(P(C3C=CC=CC=3)C3C=CC=CC=3)C=CC=2)OC2C(P(C3C=CC=CC=3)C3C=CC=CC=3)=CC=CC1=2.